The task is: Predict the reaction yield, written as a fraction of the theoretical maximum amount of product (1.0 means a 100% yield; for example, 0.34 means a 34% yield).. This data is from Reaction yield outcomes from USPTO patents with 853,638 reactions. (1) The reactants are Cl[C:2]1[CH:7]=[C:6]([C:8]2[S:9][CH:10]=[CH:11][CH:12]=2)[CH:5]=[CH:4][N:3]=1.[I-:13].[Na+].C(Cl)(=O)C. The catalyst is C(#N)C. The product is [I:13][C:2]1[CH:7]=[C:6]([C:8]2[S:9][CH:10]=[CH:11][CH:12]=2)[CH:5]=[CH:4][N:3]=1. The yield is 0.900. (2) The reactants are [Si](C=[N+]=[N-])(C)(C)[CH3:2].[NH2:8][C:9]1[C:10]([I:19])=[N:11][C:12]([Cl:18])=[CH:13][C:14]=1[C:15]([OH:17])=[O:16].CO. The catalyst is C1COCC1. The product is [NH2:8][C:9]1[C:10]([I:19])=[N:11][C:12]([Cl:18])=[CH:13][C:14]=1[C:15]([O:17][CH3:2])=[O:16]. The yield is 0.820.